From a dataset of Catalyst prediction with 721,799 reactions and 888 catalyst types from USPTO. Predict which catalyst facilitates the given reaction. (1) Reactant: [C:1]([BH3-])#[N:2].[Na+].[CH2:5]=O.[Cl:7][C:8]1[N:9]=[CH:10][N:11]([C:13]2[CH:18]=[CH:17][C:16]([NH:19][C:20]3[S:21][C:22]4[CH2:28][CH:27](N)[CH2:26][CH:25]([C:30]5[CH:35]=[CH:34][C:33]([F:36])=[CH:32][CH:31]=5)[C:23]=4[N:24]=3)=[CH:15][C:14]=2[O:37][CH3:38])[CH:12]=1. Product: [Cl:7][C:8]1[N:9]=[CH:10][N:11]([C:13]2[CH:18]=[CH:17][C:16]([NH:19][C:20]3[S:21][C:22]4[CH2:28][CH:27]([N:2]([CH3:1])[CH3:5])[CH2:26][CH:25]([C:30]5[CH:35]=[CH:34][C:33]([F:36])=[CH:32][CH:31]=5)[C:23]=4[N:24]=3)=[CH:15][C:14]=2[O:37][CH3:38])[CH:12]=1. The catalyst class is: 5. (2) Reactant: [Br:1][C:2]1[C:3]([F:15])=[C:4]([CH:8](C(O)=O)[C:9]([OH:11])=[O:10])[CH:5]=[CH:6][CH:7]=1. Product: [Br:1][C:2]1[C:3]([F:15])=[C:4]([CH2:8][C:9]([OH:11])=[O:10])[CH:5]=[CH:6][CH:7]=1. The catalyst class is: 12. (3) Reactant: [C:1]([NH:4][CH:5]([CH2:60][C:61]1[CH:66]=[CH:65][C:64]([OH:67])=[CH:63][CH:62]=1)[C:6]([NH:8][CH:9]([CH2:52][C:53]1[CH:58]=[CH:57][C:56]([F:59])=[CH:55][CH:54]=1)[C:10]([N:12]1[CH2:17][C:16](=[O:18])[N:15]([CH2:19][CH2:20][C:21]2[CH:30]=[CH:29][C:28]3[C:23](=[CH:24][CH:25]=[CH:26][CH:27]=3)[CH:22]=2)[CH2:14][CH:13]1[CH2:31][CH2:32][CH2:33][NH:34][C:35]([NH:44]C(OC(C)(C)C)=O)=[N:36]C(OC(C)(C)C)=O)=[O:11])=[O:7])(=[O:3])[CH3:2].FC(F)(F)C(O)=O. Product: [C:1]([NH:4][CH:5]([CH2:60][C:61]1[CH:62]=[CH:63][C:64]([OH:67])=[CH:65][CH:66]=1)[C:6]([NH:8][CH:9]([CH2:52][C:53]1[CH:58]=[CH:57][C:56]([F:59])=[CH:55][CH:54]=1)[C:10]([N:12]1[CH2:17][C:16](=[O:18])[N:15]([CH2:19][CH2:20][C:21]2[CH:30]=[CH:29][C:28]3[C:23](=[CH:24][CH:25]=[CH:26][CH:27]=3)[CH:22]=2)[CH2:14][CH:13]1[CH2:31][CH2:32][CH2:33][NH:34][C:35]([NH2:44])=[NH:36])=[O:11])=[O:7])(=[O:3])[CH3:2]. The catalyst class is: 4. (4) Reactant: C([NH:8][C@@H:9]([C:15]([OH:17])=O)[CH2:10][C:11]([CH3:14])([CH3:13])[CH3:12])(OC(C)(C)C)=O.[NH2:18][C@@H:19]([CH2:36][CH3:37])[C:20]([NH:22][CH2:23][C:24]1[CH:29]=[C:28]([Cl:30])[CH:27]=[CH:26][C:25]=1[N:31]1[CH:35]=[N:34][N:33]=[N:32]1)=[O:21].C1C=NC2N(O)N=NC=2C=1.C(Cl)CCl.CCN(CC)CC. Product: [Cl:30][C:28]1[CH:27]=[CH:26][C:25]([N:31]2[CH:35]=[N:34][N:33]=[N:32]2)=[C:24]([CH:29]=1)[CH2:23][NH:22][C:20]([C@@H:19]([NH:18][C:15](=[O:17])[C@@H:9]([CH2:10][C:11]([CH3:12])([CH3:13])[CH3:14])[NH2:8])[CH2:36][CH3:37])=[O:21]. The catalyst class is: 121. (5) Reactant: Cl[C:2]1[C:26]([CH3:27])=[CH:25][C:5]2[N:6]=[C:7]3[C:12]([N:13]([CH2:14][CH2:15][CH2:16][C:17]4[CH:22]=[CH:21][CH:20]=[CH:19][CH:18]=4)[C:4]=2[CH:3]=1)=[N:11][C:10](=[O:23])[NH:9][C:8]3=[O:24].[CH:28]1([NH2:33])[CH2:32][CH2:31][CH2:30][CH2:29]1. Product: [CH:28]1([NH:33][C:2]2[C:26]([CH3:27])=[CH:25][C:5]3[N:6]=[C:7]4[C:12]([N:13]([CH2:14][CH2:15][CH2:16][C:17]5[CH:22]=[CH:21][CH:20]=[CH:19][CH:18]=5)[C:4]=3[CH:3]=2)=[N:11][C:10](=[O:23])[NH:9][C:8]4=[O:24])[CH2:32][CH2:31][CH2:30][CH2:29]1. The catalyst class is: 3. (6) Reactant: [C:1]1([CH3:18])[CH:6]=[CH:5][C:4]([S:7]([NH:10][C@@H:11]2[CH2:16][CH2:15][CH2:14][CH2:13][C@H:12]2[NH2:17])(=[O:9])=[O:8])=[CH:3][CH:2]=1.[OH-].[Na+].[C:21]([O:25][C:26](O[C:26]([O:25][C:21]([CH3:24])([CH3:23])[CH3:22])=[O:27])=[O:27])([CH3:24])([CH3:23])[CH3:22]. Product: [C:1]1([CH3:18])[CH:2]=[CH:3][C:4]([S:7]([NH:10][C@@H:11]2[CH2:16][CH2:15][CH2:14][CH2:13][C@H:12]2[NH:17][C:26]([O:25][C:21]([CH3:24])([CH3:23])[CH3:22])=[O:27])(=[O:8])=[O:9])=[CH:5][CH:6]=1. The catalyst class is: 1.